Dataset: Experimentally validated miRNA-target interactions with 360,000+ pairs, plus equal number of negative samples. Task: Binary Classification. Given a miRNA mature sequence and a target amino acid sequence, predict their likelihood of interaction. (1) The protein sequence of the target gene is MATPAAVNPPEMASDIPGSVTLPVAPMAATGQVRMAGAMPARGGKRRSGMDFDDEDGEGPSKFSRENHSEIERRRRNKMTQYITELSDMVPTCSALARKPDKLTILRMAVSHMKSMRGTGNKSTDGAYKPSFLTEQELKHLILEAADGFLFVVAAETGRVIYVSDSVTPVLNQPQSEWFGSTLYEQVHPDDVEKLREQLCTSENSMTGRILDLKTGTVKKEGQQSSMRMCMGSRRSFICRMRCGNAPLDHLPLNRITTMRKRFRNGLGPVKEGEAQYAVVHCTGYIKAWPPAGMTIPEED.... The miRNA is ath-miR397a with sequence UCAUUGAGUGCAGCGUUGAUG. Result: 0 (no interaction). (2) The miRNA is hsa-miR-4715-5p with sequence AAGUUGGCUGCAGUUAAGGUGG. The protein sequence of the target gene is MEEAGAAVVTAGEAELNWSRLSVSTETLESELEARGEERRGAREALLRLLLPHNRLVSLPRALGSGFPHLQLLDVSGNALTALGPELLALRGLRTLLAKNNRLGGPSALPKGLAQSPLCRSLQVLNLSGNCFQEVPASLLELRALQTLSLGGNQLQSIPAEIENLQSLECLYLGGNFIKEIPPELGNLPSLNYLVLCDNKIQSIPPQLSQLHSLRSLSLHNNLLTYLPREILNLIHLEELSLRGNPLVVRFVRDLTYDPPTLLELAARTIKIRNISYTPYDLPGNLLRYLGSASNCPNPK.... Result: 0 (no interaction).